From a dataset of Peptide-MHC class II binding affinity with 134,281 pairs from IEDB. Regression. Given a peptide amino acid sequence and an MHC pseudo amino acid sequence, predict their binding affinity value. This is MHC class II binding data. (1) The peptide sequence is NNLMMIEQYPYVVIM. The MHC is DRB4_0101 with pseudo-sequence DRB4_0103. The binding affinity (normalized) is 0.616. (2) The peptide sequence is GELQIVDKIDAAFCI. The MHC is DRB3_0101 with pseudo-sequence DRB3_0101. The binding affinity (normalized) is 0.557. (3) The peptide sequence is IPAKKIIDWKGAN. The MHC is HLA-DPA10201-DPB10501 with pseudo-sequence HLA-DPA10201-DPB10501. The binding affinity (normalized) is 0.115. (4) The peptide sequence is INVGFKAAVAAAASV. The MHC is HLA-DQA10401-DQB10402 with pseudo-sequence HLA-DQA10401-DQB10402. The binding affinity (normalized) is 0.448. (5) The peptide sequence is QYIKANAKFIGITE. The MHC is HLA-DQA10301-DQB10302 with pseudo-sequence HLA-DQA10301-DQB10302. The binding affinity (normalized) is 0.160. (6) The peptide sequence is INLIIHYVDRPGALG. The MHC is HLA-DPA10103-DPB10301 with pseudo-sequence HLA-DPA10103-DPB10301. The binding affinity (normalized) is 0.0444. (7) The peptide sequence is TKKFDEVVKANGGYL. The MHC is HLA-DPA10201-DPB10101 with pseudo-sequence HLA-DPA10201-DPB10101. The binding affinity (normalized) is 0.172.